Dataset: Catalyst prediction with 721,799 reactions and 888 catalyst types from USPTO. Task: Predict which catalyst facilitates the given reaction. (1) Reactant: Cl[C:2]1[C:11]2[C:6](=[C:7]([N:12]3[CH:16]=[CH:15][CH:14]=[CH:13]3)[CH:8]=[CH:9][CH:10]=2)[CH:5]=[CH:4][N:3]=1.[CH3:17][C:18]1[C:23]([O:24][C:25]2[N:30]=[CH:29][C:28]([NH2:31])=[CH:27][CH:26]=2)=[CH:22][CH:21]=[CH:20][N:19]=1.C(=O)([O-])[O-].[K+].[K+]. Product: [CH3:17][C:18]1[C:23]([O:24][C:25]2[N:30]=[CH:29][C:28]([NH:31][C:2]3[C:11]4[C:6](=[C:7]([N:12]5[CH:16]=[CH:15][CH:14]=[CH:13]5)[CH:8]=[CH:9][CH:10]=4)[CH:5]=[CH:4][N:3]=3)=[CH:27][CH:26]=2)=[CH:22][CH:21]=[CH:20][N:19]=1. The catalyst class is: 4. (2) Reactant: [C:1]([C:3]1[C:8]2[C:9]([C:12]3[CH:17]=[CH:16][C:15]([O:18][CH3:19])=[CH:14][CH:13]=3)=[N:10][O:11][C:7]=2[C:6]([OH:20])=[C:5]([C:21](OCC)=[O:22])[N:4]=1)#[N:2].[NH2:26][CH2:27][C:28]([OH:30])=[O:29].C[O-].[Na+].Cl. Product: [C:1]([C:3]1[C:8]2[C:9]([C:12]3[CH:17]=[CH:16][C:15]([O:18][CH3:19])=[CH:14][CH:13]=3)=[N:10][O:11][C:7]=2[C:6]([OH:20])=[C:5]([C:21]([NH:26][CH2:27][C:28]([OH:30])=[O:29])=[O:22])[N:4]=1)#[N:2]. The catalyst class is: 389. (3) Reactant: Br[C:2]1[CH:3]=[C:4]([CH2:16][N:17]([CH3:25])[C:18](=[O:24])[O:19][C:20]([CH3:23])([CH3:22])[CH3:21])[S:5][C:6]=1[S:7][C:8]1[CH:13]=[CH:12][CH:11]=[C:10]([O:14][CH3:15])[CH:9]=1.[F:26][C:27]1[CH:32]=[CH:31][CH:30]=[CH:29][C:28]=1B(O)O.C(=O)([O-])[O-].[Na+].[Na+]. Product: [F:26][C:27]1[CH:32]=[CH:31][CH:30]=[CH:29][C:28]=1[C:2]1[CH:3]=[C:4]([CH2:16][N:17]([CH3:25])[C:18](=[O:24])[O:19][C:20]([CH3:23])([CH3:22])[CH3:21])[S:5][C:6]=1[S:7][C:8]1[CH:13]=[CH:12][CH:11]=[C:10]([O:14][CH3:15])[CH:9]=1. The catalyst class is: 108. (4) Reactant: [F:1][C:2]1[CH:3]=[C:4]([CH:7]=[CH:8][C:9]=1[O:10][Si:11]([CH:18]([CH3:20])[CH3:19])([CH:15]([CH3:17])[CH3:16])[CH:12]([CH3:14])[CH3:13])[CH:5]=[O:6].[CH2:21](O)[CH2:22][OH:23].C1(C)C=CC(S(O)(=O)=O)=CC=1.O. Product: [O:6]1[CH2:21][CH2:22][O:23][CH:5]1[C:4]1[CH:7]=[CH:8][C:9]([O:10][Si:11]([CH:15]([CH3:17])[CH3:16])([CH:18]([CH3:20])[CH3:19])[CH:12]([CH3:13])[CH3:14])=[C:2]([F:1])[CH:3]=1. The catalyst class is: 11. (5) Reactant: C[O:2][C:3]([C:5]1[S:6][CH:7]=[C:8]([Br:12])[C:9]=1[O:10][CH3:11])=[O:4].[OH-].[Na+]. Product: [Br:12][C:8]1[C:9]([O:10][CH3:11])=[C:5]([C:3]([OH:4])=[O:2])[S:6][CH:7]=1. The catalyst class is: 7. (6) Reactant: [CH3:1][C:2]1[NH:3][C:4]2[CH:5]=[CH:6][CH:7]=[C:8]([CH2:11][C:12]([OH:14])=[O:13])[C:9]=2[CH:10]=1.[CH2:15](Br)[CH:16]=[CH2:17].C(=O)([O-])[O-].[K+].[K+].Cl.C(OCC)(=O)C. Product: [CH2:17]([O:13][C:12](=[O:14])[CH2:11][C:8]1[C:9]2[CH:10]=[C:2]([CH3:1])[NH:3][C:4]=2[CH:5]=[CH:6][CH:7]=1)[CH:16]=[CH2:15]. The catalyst class is: 9. (7) Reactant: [N+:1]([C:4]1[C:14]([N:15]2[CH:19]=[CH:18][CH:17]=[CH:16]2)=[CH:13][CH:12]=[CH:11][C:5]=1[C:6]([O:8][CH2:9][CH3:10])=[O:7])([O-])=O. The catalyst class is: 8. Product: [NH2:1][C:4]1[C:14]([N:15]2[CH:19]=[CH:18][CH:17]=[CH:16]2)=[CH:13][CH:12]=[CH:11][C:5]=1[C:6]([O:8][CH2:9][CH3:10])=[O:7]. (8) Reactant: [C:1]([CH2:3][C:4]([OH:6])=O)#[N:2].[Li]CCCC.[CH3:12][O:13][C:14]1[CH:15]=[C:16]([CH2:20]C(Cl)=O)[CH:17]=[CH:18][CH:19]=1.Cl. Product: [CH3:12][O:13][C:14]1[CH:15]=[C:16]([CH2:20][C:4](=[O:6])[CH2:3][C:1]#[N:2])[CH:17]=[CH:18][CH:19]=1. The catalyst class is: 165. (9) Reactant: Cl.[CH2:2]([O:4][C:5](=[O:9])[CH2:6][NH:7][NH2:8])[CH3:3].[C:10](O[C:10]([O:12][C:13]([CH3:16])([CH3:15])[CH3:14])=[O:11])([O:12][C:13]([CH3:16])([CH3:15])[CH3:14])=[O:11].CN1CCOCC1.O. Product: [CH2:2]([O:4][C:5](=[O:9])[CH2:6][N:7]([C:10]([O:12][C:13]([CH3:16])([CH3:15])[CH3:14])=[O:11])[NH2:8])[CH3:3]. The catalyst class is: 8.